Predict the reaction yield, written as a fraction of the theoretical maximum amount of product (1.0 means a 100% yield; for example, 0.34 means a 34% yield). From a dataset of Reaction yield outcomes from USPTO patents with 853,638 reactions. (1) The reactants are [Cl:1][C:2]1[CH:7]=[C:6]([Cl:8])[CH:5]=[CH:4][C:3]=1B(O)O.[NH2:12][C:13]1[N:14]=[C:15]([N:24]2[CH2:29][CH2:28][N:27]([C:30](=[O:40])[CH2:31][O:32][C:33]3[CH:38]=[CH:37][C:36]([Cl:39])=[CH:35][CH:34]=3)[CH2:26][CH2:25]2)[C:16]2[N:22]=[C:21](Cl)[CH:20]=[CH:19][C:17]=2[N:18]=1. No catalyst specified. The product is [NH2:12][C:13]1[N:14]=[C:15]([N:24]2[CH2:25][CH2:26][N:27]([C:30](=[O:40])[CH2:31][O:32][C:33]3[CH:38]=[CH:37][C:36]([Cl:39])=[CH:35][CH:34]=3)[CH2:28][CH2:29]2)[C:16]2[N:22]=[C:21]([C:3]3[CH:4]=[CH:5][C:6]([Cl:8])=[CH:7][C:2]=3[Cl:1])[CH:20]=[CH:19][C:17]=2[N:18]=1. The yield is 0.100. (2) The reactants are Br[C:2]1[C:3]([Cl:11])=[CH:4][C:5]2[CH2:9][CH2:8][O:7][C:6]=2[CH:10]=1.FC1(F)OC2C=C(C)C([C:22]3[CH:23]=[CH:24][C:25]([NH:28]C(=O)C4C=CC=CC=4F)=[N:26][CH:27]=3)=CC=2O1.[O-]P([O-])([O-])=O.[K+].[K+].[K+]. The catalyst is C(#N)C.O1CCOCC1.O.C1C=CC([P]([Pd]([P](C2C=CC=CC=2)(C2C=CC=CC=2)C2C=CC=CC=2)([P](C2C=CC=CC=2)(C2C=CC=CC=2)C2C=CC=CC=2)[P](C2C=CC=CC=2)(C2C=CC=CC=2)C2C=CC=CC=2)(C2C=CC=CC=2)C2C=CC=CC=2)=CC=1. The product is [Cl:11][C:3]1[C:2]([C:22]2[CH:23]=[CH:24][C:25]([NH2:28])=[N:26][CH:27]=2)=[CH:10][C:6]2[O:7][CH2:8][CH2:9][C:5]=2[CH:4]=1. The yield is 0.755. (3) The reactants are [OH:1][C:2]([C:5]1[CH:17]=[C:16]2[C:8]([C:9]3[C:10](B4OC(C)(C)C(C)(C)O4)=[CH:11][CH:12]=[C:13]([C:18]([NH2:20])=[O:19])[C:14]=3[NH:15]2)=[CH:7][CH:6]=1)([CH3:4])[CH3:3].Br[C:31]1[C:32]([Cl:51])=[C:33]([N:37]2[C:46](=[O:47])[C:45]3[C:40](=[C:41]([F:48])[CH:42]=[CH:43][CH:44]=3)[N:39]([CH3:49])[C:38]2=[O:50])[CH:34]=[CH:35][CH:36]=1.CCO.C([O-])([O-])=O.[Na+].[Na+]. The catalyst is C1C=CC([P]([Pd]([P](C2C=CC=CC=2)(C2C=CC=CC=2)C2C=CC=CC=2)([P](C2C=CC=CC=2)(C2C=CC=CC=2)C2C=CC=CC=2)[P](C2C=CC=CC=2)(C2C=CC=CC=2)C2C=CC=CC=2)(C2C=CC=CC=2)C2C=CC=CC=2)=CC=1.C1(C)C=CC=CC=1. The product is [Cl:51][C:32]1[C:33]([N:37]2[C:46](=[O:47])[C:45]3[C:40](=[C:41]([F:48])[CH:42]=[CH:43][CH:44]=3)[N:39]([CH3:49])[C:38]2=[O:50])=[CH:34][CH:35]=[CH:36][C:31]=1[C:10]1[C:9]2[C:8]3[C:16](=[CH:17][C:5]([C:2]([OH:1])([CH3:4])[CH3:3])=[CH:6][CH:7]=3)[NH:15][C:14]=2[C:13]([C:18]([NH2:20])=[O:19])=[CH:12][CH:11]=1. The yield is 0.0800.